This data is from Forward reaction prediction with 1.9M reactions from USPTO patents (1976-2016). The task is: Predict the product of the given reaction. (1) Given the reactants CN([CH:4]=[C:5]1[C:11](=O)[C:10]2[CH:13]=[C:14]([F:17])[CH:15]=[CH:16][C:9]=2[NH:8][C:7](=[O:18])[CH2:6]1)C.Cl.[C:20]([NH2:23])(=[NH:22])[CH3:21], predict the reaction product. The product is: [F:17][C:14]1[CH:15]=[CH:16][C:9]2[NH:8][C:7](=[O:18])[CH2:6][C:5]3[CH:4]=[N:22][C:20]([CH3:21])=[N:23][C:11]=3[C:10]=2[CH:13]=1. (2) Given the reactants [NH2:1][C:2]1[C:6]([C:7]([O:9][CH2:10][CH3:11])=[O:8])=[C:5]([NH2:12])[NH:4][N:3]=1.CO[CH:15](OC)[CH2:16][CH:17](OC)OC.C(N(CC)CC)C, predict the reaction product. The product is: [NH3:1].[NH2:12][C:5]1[C:6]([C:7]([O:9][CH2:10][CH3:11])=[O:8])=[C:2]2[N:1]=[CH:15][CH:16]=[CH:17][N:3]2[N:4]=1. (3) Given the reactants [C:1]1([C@H:7]([OH:9])[CH3:8])[CH:6]=[CH:5][CH:4]=[CH:3][CH:2]=1.C([C:17]1[NH:18][CH:19]=[CH:20][N:21]=1)([C:17]1[NH:18][CH:19]=[CH:20][N:21]=1)=O.C[CH2:23][O:24]C(C)=O, predict the reaction product. The product is: [N:18]1([C:23]([O:9][C@@H:7]([C:1]2[CH:6]=[CH:5][CH:4]=[CH:3][CH:2]=2)[CH3:8])=[O:24])[CH:19]=[CH:20][N:21]=[CH:17]1.